From a dataset of Buchwald-Hartwig C-N cross coupling reaction yields with 55,370 reactions. Predict the reaction yield, written as a fraction of the theoretical maximum amount of product (1.0 means a 100% yield; for example, 0.34 means a 34% yield). The reactants are Ic1ccccn1.Cc1ccc(N)cc1.O=S(=O)(O[Pd]1c2ccccc2-c2ccccc2N~1)C(F)(F)F.COc1ccc(OC)c(P([C@]23C[C@H]4C[C@H](C[C@H](C4)C2)C3)[C@]23C[C@H]4C[C@H](C[C@H](C4)C2)C3)c1-c1c(C(C)C)cc(C(C)C)cc1C(C)C.CCN=P(N=P(N(C)C)(N(C)C)N(C)C)(N(C)C)N(C)C.c1ccc2oncc2c1. No catalyst specified. The product is Cc1ccc(Nc2ccccn2)cc1. The yield is 0.403.